Dataset: Catalyst prediction with 721,799 reactions and 888 catalyst types from USPTO. Task: Predict which catalyst facilitates the given reaction. (1) Reactant: [F:1][C:2]([F:11])([F:10])[C:3]1[CH:9]=[CH:8][C:6]([NH2:7])=[CH:5][CH:4]=1.[Cl:12][C:13]([Cl:30])([Cl:29])[C:14]([N:16]1[CH2:24][C:23]2[C:18](=[CH:19][CH:20]=[C:21]([S:25](Cl)(=[O:27])=[O:26])[CH:22]=2)[CH2:17]1)=[O:15]. Product: [Cl:30][C:13]([Cl:12])([Cl:29])[C:14]([N:16]1[CH2:24][C:23]2[C:18](=[CH:19][CH:20]=[C:21]([S:25]([NH:7][C:6]3[CH:8]=[CH:9][C:3]([C:2]([F:10])([F:11])[F:1])=[CH:4][CH:5]=3)(=[O:27])=[O:26])[CH:22]=2)[CH2:17]1)=[O:15]. The catalyst class is: 300. (2) Reactant: [F:1][C:2]1[CH:24]=[C:23]([N+:25]([O-])=O)[CH:22]=[CH:21][C:3]=1[O:4][C:5]1[CH:10]=[CH:9][N:8]=[C:7]([NH:11][C:12]([N:14]2[CH2:19][CH2:18][N:17]([CH3:20])[CH2:16][CH2:15]2)=[O:13])[CH:6]=1. The catalyst class is: 129. Product: [NH2:25][C:23]1[CH:22]=[CH:21][C:3]([O:4][C:5]2[CH:10]=[CH:9][N:8]=[C:7]([NH:11][C:12]([N:14]3[CH2:15][CH2:16][N:17]([CH3:20])[CH2:18][CH2:19]3)=[O:13])[CH:6]=2)=[C:2]([F:1])[CH:24]=1. (3) Reactant: [N+:1]([C:4]1[CH:9]=[CH:8][C:7]([N:10]2[CH:15]=[CH:14][C:13](=[O:16])[NH:12][C:11]2=[O:17])=[CH:6][CH:5]=1)([O-])=O.N.[H][H]. Product: [NH2:1][C:4]1[CH:5]=[CH:6][C:7]([N:10]2[CH:15]=[CH:14][C:13](=[O:16])[NH:12][C:11]2=[O:17])=[CH:8][CH:9]=1. The catalyst class is: 94. (4) Reactant: [F:1][C:2]([F:19])([F:18])[C:3]1[CH:11]=[C:10]([C:12]([F:15])([F:14])[F:13])[CH:9]=[C:8]([O:16][CH3:17])[C:4]=1[C:5](O)=[O:6].C(N(CC)C(C)C)(C)C.F[P-](F)(F)(F)(F)F.N1(OC(N(C)C)=[N+](C)C)C2N=CC=CC=2N=N1.Cl.Cl.[N:55]1([C@H:60]2[CH2:65][CH2:64][CH2:63][CH2:62][C@H:61]2[NH2:66])[CH2:59][CH2:58][CH2:57][CH2:56]1. Product: [CH3:17][O:16][C:8]1[CH:9]=[C:10]([C:12]([F:13])([F:14])[F:15])[CH:11]=[C:3]([C:2]([F:1])([F:18])[F:19])[C:4]=1[C:5]([NH:66][C@@H:61]1[CH2:62][CH2:63][CH2:64][CH2:65][C@@H:60]1[N:55]1[CH2:56][CH2:57][CH2:58][CH2:59]1)=[O:6]. The catalyst class is: 9. (5) Reactant: [N+:1]([C:4]1[CH:9]=[CH:8][C:7]([OH:10])=[CH:6][CH:5]=1)([O-:3])=[O:2].O.O.[Sn](Cl)Cl.[Br:16][C:17]1[CH:18]=[C:19]([CH2:45][C:46]([OH:48])=[O:47])[CH:20]=[C:21]([Br:44])[C:22]=1[O:23][C:24]1[CH:29]=[C:28]([CH:30]([CH3:32])[CH3:31])[C:27]([O:33][CH3:34])=[CH:26][C:25]=1[CH:35](O)[C:36]1[CH:41]=[CH:40][CH:39]=[C:38]([CH3:42])[CH:37]=1.O. Product: [Br:16][C:17]1[CH:18]=[C:19]([CH2:45][C:46]([OH:48])=[O:47])[CH:20]=[C:21]([Br:44])[C:22]=1[O:23][C:24]1[CH:29]=[C:28]([CH:30]([CH3:31])[CH3:32])[C:27]([O:33][CH3:34])=[CH:26][C:25]=1[CH:35]([C:36]1[CH:41]=[CH:40][CH:39]=[C:38]([CH3:42])[CH:37]=1)[O:10][C:7]1[CH:8]=[CH:9][C:4]([N+:1]([O-:3])=[O:2])=[CH:5][CH:6]=1. The catalyst class is: 2. (6) Reactant: [C:1]([O:5][C:6]([N:8]([C:13]1[CH:25]=[CH:24][C:16]([C:17]([O:19][CH2:20][C:21]([OH:23])=[O:22])=[O:18])=[CH:15][C:14]=1[O:26][CH2:27][CH:28]1[CH2:30][CH2:29]1)[S:9]([CH3:12])(=[O:11])=[O:10])=[O:7])([CH3:4])([CH3:3])[CH3:2].[Cl:31][C:32]1[CH:33]=[N+:34]([O-:57])[CH:35]=[C:36]([Cl:56])[C:37]=1[CH2:38][C@@H:39]([C:41]1[CH:46]=[CH:45][C:44]([O:47][CH:48]([F:50])[F:49])=[C:43]([O:51][CH2:52][CH:53]2[CH2:55][CH2:54]2)[CH:42]=1)O.C(Cl)CCl. Product: [C:1]([O:5][C:6]([N:8]([C:13]1[CH:25]=[CH:24][C:16]([C:17]([O:19][CH2:20][C:21]([O:23][C@H:39]([C:41]2[CH:46]=[CH:45][C:44]([O:47][CH:48]([F:49])[F:50])=[C:43]([O:51][CH2:52][CH:53]3[CH2:54][CH2:55]3)[CH:42]=2)[CH2:38][C:37]2[C:36]([Cl:56])=[CH:35][N+:34]([O-:57])=[CH:33][C:32]=2[Cl:31])=[O:22])=[O:18])=[CH:15][C:14]=1[O:26][CH2:27][CH:28]1[CH2:29][CH2:30]1)[S:9]([CH3:12])(=[O:11])=[O:10])=[O:7])([CH3:4])([CH3:2])[CH3:3]. The catalyst class is: 79. (7) Reactant: [Cl:1][C:2]1[CH:3]=[CH:4][C:5]([C:8]([NH:10][C:11]2[CH:12]=[C:13]3[C:33](=[CH:34][CH:35]=2)[O:32][C:31]([CH3:37])([CH3:36])[C:27]2([CH2:30][O:29][CH2:28]2)[C:14]23[CH2:18][O:17][C:16]([NH:19]C(=O)OC(C)(C)C)=[N:15]2)=[O:9])=[N:6][CH:7]=1. Product: [NH2:19][C:16]1[O:17][CH2:18][C:14]2([N:15]=1)[C:27]1([CH2:28][O:29][CH2:30]1)[C:31]([CH3:36])([CH3:37])[O:32][C:33]1[C:13]2=[CH:12][C:11]([NH:10][C:8]([C:5]2[CH:4]=[CH:3][C:2]([Cl:1])=[CH:7][N:6]=2)=[O:9])=[CH:35][CH:34]=1. The catalyst class is: 11. (8) Reactant: C([O:8][CH2:9][C:10]([NH:12][CH2:13][C:14]([C:16]1[CH:17]=[C:18]2[C:22](=[CH:23][CH:24]=1)[N:21]([CH3:25])[C:20]1[N:26]([CH3:39])[C:27](=[O:38])[C:28]([C:30]3[CH:35]=[CH:34][C:33]([Cl:36])=[CH:32][C:31]=3[Cl:37])=[CH:29][C:19]2=1)=O)=[O:11])C1C=CC=CC=1.O.CCOC(C)=O. Product: [Cl:37][C:31]1[CH:32]=[C:33]([Cl:36])[CH:34]=[CH:35][C:30]=1[C:28]1[C:27](=[O:38])[N:26]([CH3:39])[C:20]2[N:21]([CH3:25])[C:22]3[C:18]([C:19]=2[CH:29]=1)=[CH:17][C:16]([C:14]1[O:11][C:10]([CH2:9][OH:8])=[N:12][CH:13]=1)=[CH:24][CH:23]=3. The catalyst class is: 82.